From a dataset of Forward reaction prediction with 1.9M reactions from USPTO patents (1976-2016). Predict the product of the given reaction. (1) Given the reactants [F:1][C:2]([F:24])([F:23])[C:3]1[CH:4]=[C:5]([CH:16]=[C:17]([C:19]([F:22])([F:21])[F:20])[CH:18]=1)[CH2:6][N:7]1[C:11]([Cl:12])=[C:10]([C:13]([OH:15])=O)[N:9]=[N:8]1.C(Cl)(=O)C(Cl)=O.[CH3:31][C:32]1([CH3:44])[NH:36][N:35]([C:37]2[CH:42]=[CH:41][CH:40]=[CH:39][CH:38]=2)[C:34](=[O:43])[CH2:33]1, predict the reaction product. The product is: [F:1][C:2]([F:23])([F:24])[C:3]1[CH:4]=[C:5]([CH:16]=[C:17]([C:19]([F:22])([F:21])[F:20])[CH:18]=1)[CH2:6][N:7]1[C:11]([Cl:12])=[C:10]([C:13]([N:36]2[C:32]([CH3:44])([CH3:31])[CH2:33][C:34](=[O:43])[N:35]2[C:37]2[CH:42]=[CH:41][CH:40]=[CH:39][CH:38]=2)=[O:15])[N:9]=[N:8]1. (2) Given the reactants [CH2:1]([O:8][C:9]([N:11]1[C:14]2([CH2:19][CH2:18][CH2:17][NH:16][CH2:15]2)[C:13]([F:21])([F:20])[CH2:12]1)=[O:10])[C:2]1[CH:7]=[CH:6][CH:5]=[CH:4][CH:3]=1.Cl[C:23]1[C:24]2[CH:31]=[CH:30][NH:29][C:25]=2[N:26]=[CH:27][N:28]=1.C(=O)([O-])[O-].[K+].[K+], predict the reaction product. The product is: [CH2:1]([O:8][C:9]([N:11]1[C:14]2([CH2:19][CH2:18][CH2:17][N:16]([C:23]3[C:24]4[CH:31]=[CH:30][NH:29][C:25]=4[N:26]=[CH:27][N:28]=3)[CH2:15]2)[C:13]([F:21])([F:20])[CH2:12]1)=[O:10])[C:2]1[CH:7]=[CH:6][CH:5]=[CH:4][CH:3]=1.